This data is from Forward reaction prediction with 1.9M reactions from USPTO patents (1976-2016). The task is: Predict the product of the given reaction. Given the reactants [F:1][C:2]1[CH:7]=[C:6]([N:8]([CH2:21][C:22]2[CH:23]=[C:24]([C:28]3[C:33]([CH3:34])=[CH:32][C:31]([OH:35])=[CH:30][C:29]=3[CH3:36])[CH:25]=[CH:26][CH:27]=2)[S:9]([C:12]2[CH:17]=[CH:16][CH:15]=[CH:14][C:13]=2[N+:18]([O-:20])=[O:19])(=[O:11])=[O:10])[CH:5]=[CH:4][C:3]=1[CH2:37][CH2:38][C:39]([O:41][C:42]([CH3:45])([CH3:44])[CH3:43])=[O:40].[CH2:46]([NH:48][CH2:49][CH2:50]O)[CH3:47].C(P(CCCC)CCCC)CCC.N(C(N1CCCCC1)=O)=NC(N1CCCCC1)=O, predict the reaction product. The product is: [CH2:46]([NH:48][CH2:49][CH2:50][O:35][C:31]1[CH:32]=[C:33]([CH3:34])[C:28]([C:24]2[CH:25]=[CH:26][CH:27]=[C:22]([CH2:21][N:8]([S:9]([C:12]3[CH:17]=[CH:16][CH:15]=[CH:14][C:13]=3[N+:18]([O-:20])=[O:19])(=[O:10])=[O:11])[C:6]3[CH:5]=[CH:4][C:3]([CH2:37][CH2:38][C:39]([O:41][C:42]([CH3:45])([CH3:44])[CH3:43])=[O:40])=[C:2]([F:1])[CH:7]=3)[CH:23]=2)=[C:29]([CH3:36])[CH:30]=1)[CH3:47].